Dataset: Peptide-MHC class I binding affinity with 185,985 pairs from IEDB/IMGT. Task: Regression. Given a peptide amino acid sequence and an MHC pseudo amino acid sequence, predict their binding affinity value. This is MHC class I binding data. The peptide sequence is PIIYSKAGNI. The MHC is HLA-A02:03 with pseudo-sequence HLA-A02:03. The binding affinity (normalized) is 0.544.